This data is from Forward reaction prediction with 1.9M reactions from USPTO patents (1976-2016). The task is: Predict the product of the given reaction. (1) Given the reactants Br[C:2]1[CH:10]=[CH:9][C:5]2[CH2:6][CH2:7][O:8][C:4]=2[CH:3]=1.C([Li])CCC.CN([CH:19]=[O:20])C, predict the reaction product. The product is: [O:8]1[C:4]2[CH:3]=[C:2]([CH:19]=[O:20])[CH:10]=[CH:9][C:5]=2[CH2:6][CH2:7]1. (2) Given the reactants [CH3:1][N:2]1[C:6](=[O:7])[CH2:5][C@H:4]([NH:8][C:9](=O)OC(C)(C)C)[CH2:3]1.[Cl:16][C:17]1[CH:24]=C(F)[CH:22]=[CH:21][C:18]=1[C:19]#[N:20].C([O-])(O)=O.[Na+], predict the reaction product. The product is: [Cl:16][C:17]1[CH:24]=[C:9]([NH:8][C@H:4]2[CH2:5][C:6](=[O:7])[N:2]([CH3:1])[CH2:3]2)[CH:22]=[CH:21][C:18]=1[C:19]#[N:20]. (3) Given the reactants O([C:9]([O:11][C:12]([CH3:15])([CH3:14])[CH3:13])=[O:10])[C:9]([O:11][C:12]([CH3:15])([CH3:14])[CH3:13])=[O:10].[CH:16]1[C:21]([CH:22]([CH2:27][NH2:28])[CH2:23][C:24]([OH:26])=[O:25])=[CH:20][CH:19]=[C:18]([Cl:29])[CH:17]=1.[OH-].[Na+].C(O)(=O)CC(CC(O)=O)(C(O)=O)O, predict the reaction product. The product is: [C:12]([O:11][C:9]([NH:28][CH2:27][CH:22]([C:21]1[CH:16]=[CH:17][C:18]([Cl:29])=[CH:19][CH:20]=1)[CH2:23][C:24]([OH:26])=[O:25])=[O:10])([CH3:13])([CH3:14])[CH3:15]. (4) Given the reactants [OH-].[Na+].C1COCC1.[CH:8]([O:11][C:12]1[CH:13]=[C:14]([CH:28]=[C:29]([CH2:31][S:32]([C:35]2[CH:40]=[CH:39][CH:38]=[CH:37][C:36]=2[F:41])(=[O:34])=[O:33])[CH:30]=1)[C:15]([NH:17][C:18]1[CH:23]=[CH:22][C:21]([C:24]([O:26]C)=[O:25])=[CH:20][N:19]=1)=[O:16])([CH3:10])[CH3:9], predict the reaction product. The product is: [CH:8]([O:11][C:12]1[CH:13]=[C:14]([CH:28]=[C:29]([CH2:31][S:32]([C:35]2[CH:40]=[CH:39][CH:38]=[CH:37][C:36]=2[F:41])(=[O:33])=[O:34])[CH:30]=1)[C:15]([NH:17][C:18]1[CH:23]=[CH:22][C:21]([C:24]([OH:26])=[O:25])=[CH:20][N:19]=1)=[O:16])([CH3:10])[CH3:9]. (5) Given the reactants [Cl:1][S:2]([OH:5])(=O)=[O:3].[Cl:6][C:7]1[CH:8]=[C:9]2[C:14](=[CH:15][CH:16]=1)[N:13]([C@H:17]([CH3:32])[C:18]([N:20]1[CH2:25][CH2:24][N:23]([C:26]3[CH:31]=[CH:30][CH:29]=[CH:28][CH:27]=3)[CH2:22][CH2:21]1)=[O:19])[CH2:12][CH2:11][CH2:10]2, predict the reaction product. The product is: [Cl:6][C:7]1[CH:8]=[C:9]2[C:14](=[CH:15][CH:16]=1)[N:13]([C@H:17]([CH3:32])[C:18]([N:20]1[CH2:21][CH2:22][N:23]([C:26]3[CH:27]=[CH:28][C:29]([S:2]([Cl:1])(=[O:5])=[O:3])=[CH:30][CH:31]=3)[CH2:24][CH2:25]1)=[O:19])[CH2:12][CH2:11][CH2:10]2. (6) The product is: [Cl:10][C:8]1[CH:7]=[C:4]2[C:3](=[C:2]([Cl:1])[CH:9]=1)[O:11][CH:14]([C:13]([F:12])([F:22])[F:21])[C:15]([C:16]([O:18][CH2:19][CH3:20])=[O:17])=[CH:5]2. Given the reactants [Cl:1][C:2]1[C:3]([OH:11])=[C:4]([CH:7]=[C:8]([Cl:10])[CH:9]=1)[CH:5]=O.[F:12][C:13]([F:22])([F:21])/[CH:14]=[CH:15]/[C:16]([O:18][CH2:19][CH3:20])=[O:17].C(N(CC)CC)C.C(#N)C.O, predict the reaction product. (7) The product is: [C:11]1([CH2:17][CH2:18][CH2:19][CH2:20][CH2:21][CH2:22][CH:23]([C:2]2[S:1][CH:5]=[CH:4][N:3]=2)[OH:24])[CH:16]=[CH:15][CH:14]=[CH:13][CH:12]=1. Given the reactants [S:1]1[CH:5]=[CH:4][N:3]=[CH:2]1.[Li]C(C)(C)C.[C:11]1([CH2:17][CH2:18][CH2:19][CH2:20][CH2:21][CH2:22][CH:23]=[O:24])[CH:16]=[CH:15][CH:14]=[CH:13][CH:12]=1, predict the reaction product. (8) Given the reactants [C:1]([C:4]1[C:9]([NH:10][C:11]([C:13]2[S:14][CH:15]=[C:16]([CH:18]([CH3:20])[CH3:19])[N:17]=2)=O)=[C:8]([CH3:21])[C:7]([O:22][CH3:23])=[CH:6][CH:5]=1)(=[O:3])[CH3:2].CC(C)([O-])C.[K+], predict the reaction product. The product is: [CH:18]([C:16]1[N:17]=[C:13]([C:11]2[CH:2]=[C:1]([OH:3])[C:4]3[C:9](=[C:8]([CH3:21])[C:7]([O:22][CH3:23])=[CH:6][CH:5]=3)[N:10]=2)[S:14][CH:15]=1)([CH3:20])[CH3:19]. (9) Given the reactants [NH2:1][C:2]1[CH:7]=[CH:6][C:5]([C:8]([OH:17])([C:13]([F:16])([F:15])[F:14])[C:9]([F:12])([F:11])[F:10])=[CH:4][CH:3]=1.Cl.Cl[CH2:20][CH2:21][NH:22][CH2:23][CH2:24]Cl.C(=O)([O-])[O-].[K+].[K+], predict the reaction product. The product is: [F:16][C:13]([F:14])([F:15])[C:8]([C:5]1[CH:4]=[CH:3][C:2]([N:1]2[CH2:24][CH2:23][NH:22][CH2:21][CH2:20]2)=[CH:7][CH:6]=1)([OH:17])[C:9]([F:10])([F:11])[F:12].